Dataset: Experimentally validated miRNA-target interactions with 360,000+ pairs, plus equal number of negative samples. Task: Binary Classification. Given a miRNA mature sequence and a target amino acid sequence, predict their likelihood of interaction. (1) The protein sequence of the target gene is MALRGVSVRLLSRGPGLHVLRTWVSSAAQTEKGGRTQSQLAKSSRPEFDWQDPLVLEEQLTTDEILIRDTFRTYCQERLMPRILLANRNEVFHREIISEMGELGVLGPTIKGYGCAGVSSVAYGLLARELERVDSGYRSAMSVQSSLVMHPIYAYGSEEQRQKYLPQLAKGELLGCFGLTEPNSGSDPSSMETRAHYNSSNKSYTLNGTKTWITNSPMADLFVVWARCEDGCIRGFLLEKGMRGLSAPRIQGKFSLRASATGMIIMDGVEVPEENVLPGASSLGGPFGCLNNARYGIAWG.... The miRNA is hsa-miR-30b-3p with sequence CUGGGAGGUGGAUGUUUACUUC. Result: 1 (interaction). (2) The miRNA is cel-miR-254-3p with sequence UGCAAAUCUUUCGCGAC. The protein sequence of the target gene is MAPQNLSTFCLLLLYLIGAVIAGRDFYKILGVPRSASIKDIKKAYRKLALQLHPDRNPDDPQAQEKFQDLGAAYEVLSDSEKRKQYDTYGEEGLKDGHQSSHGDIFSHFFGDFGFMFGGTPRQQDRNIPRGSDIIVDLEVTLEEVYAGNFVEVVRNKPVARQAPGKRKCNCRQEMRTTQLGPGRFQMTQEVVCDECPNVKLVNEERTLEVEIEPGVRDGMEYPFIGEGEPHVDGEPGDLRFRIKVVKHPIFERRGDDLYTNVTISLVESLVGFEMDITHLDGHKVHISRDKITRPGAKLW.... Result: 0 (no interaction).